From a dataset of Forward reaction prediction with 1.9M reactions from USPTO patents (1976-2016). Predict the product of the given reaction. (1) Given the reactants [NH2:1][C:2]([CH:10]1[CH2:15][CH2:14][CH:13]([OH:16])[CH2:12][CH2:11]1)([C:4]1[CH:9]=[CH:8][CH:7]=[CH:6][CH:5]=1)[CH3:3].[C:17]1([CH3:23])[CH:22]=[CH:21][CH:20]=[CH:19][CH:18]=1.[H-].[Na+].C(ON1C2[C:38](=[CH:39][C:40](F)=[C:41]([Cl:44])[CH:42]=2)[CH:37]=CC1)C1C=CC=CC=1.[CH3:46][C:47]([N:49]([CH3:51])C)=[O:48], predict the reaction product. The product is: [CH2:23]([O:48][C:47]1[C:46]2[C:38](=[CH:39][C:40]([O:16][CH:13]3[CH2:14][CH2:15][CH:10]([C:2]([NH2:1])([C:4]4[CH:9]=[CH:8][CH:7]=[CH:6][CH:5]=4)[CH3:3])[CH2:11][CH2:12]3)=[C:41]([Cl:44])[CH:42]=2)[CH:37]=[CH:51][N:49]=1)[C:17]1[CH:22]=[CH:21][CH:20]=[CH:19][CH:18]=1. (2) Given the reactants [CH:1]1[C:6]([N+:7]([O-:9])=[O:8])=[CH:5][CH:4]=[C:3]([OH:10])[CH:2]=1.Cl[CH2:12][CH2:13][O:14][Si](C)(C)C.C(=O)([O-])[O-].[K+].[K+].[I-].[Na+], predict the reaction product. The product is: [N+:7]([C:6]1[CH:5]=[CH:4][C:3]([O:10][CH2:12][CH2:13][OH:14])=[CH:2][CH:1]=1)([O-:9])=[O:8]. (3) Given the reactants [F:1][C:2]1[CH:3]=[C:4]([CH:9]=[CH:10][C:11]=1[C:12]1[C:13]([CH3:42])([CH3:41])[C@H:14]2[C@:27]([CH3:30])([CH2:28][CH:29]=1)[C@@H:26]1[C@:17]([CH3:40])([C@@:18]3([CH3:39])[C@H:23]([CH2:24][CH2:25]1)[C@H:22]1[C@H:31]([C:34]([CH3:36])=[CH2:35])[CH2:32][CH2:33][C@:21]1([CH:37]=O)[CH2:20][CH2:19]3)[CH2:16][CH2:15]2)[C:5]([O:7]C)=[O:6].[NH2:43][CH2:44][CH2:45][CH2:46][N:47]1[CH2:52][CH2:51][S:50](=[O:54])(=[O:53])[CH2:49][CH2:48]1, predict the reaction product. The product is: [O:53]=[S:50]1(=[O:54])[CH2:49][CH2:48][N:47]([CH2:46][CH2:45][CH2:44][NH:43][CH2:37][C@:21]23[CH2:33][CH2:32][C@@H:31]([C:34]([CH3:36])=[CH2:35])[C@@H:22]2[C@@H:23]2[C@@:18]([CH3:39])([CH2:19][CH2:20]3)[C@@:17]3([CH3:40])[C@@H:26]([C@:27]4([CH3:30])[C@@H:14]([CH2:15][CH2:16]3)[C:13]([CH3:41])([CH3:42])[C:12]([C:11]3[CH:10]=[CH:9][C:4]([C:5]([OH:7])=[O:6])=[CH:3][C:2]=3[F:1])=[CH:29][CH2:28]4)[CH2:25][CH2:24]2)[CH2:52][CH2:51]1. (4) Given the reactants [CH2:1]([C:4]1[CH:5]=[N:6][C:7]([N:10]2[CH2:15][CH2:14][CH:13]([O:16][C:17]3[S:18][C:19]4[CH:25]=[C:24]([C:26]5[CH2:31][CH2:30][N:29]([S:32]([CH2:35][CH2:36][N:37]6C(=O)C7C(=CC=CC=7)C6=O)(=[O:34])=[O:33])[CH2:28][CH:27]=5)[CH:23]=[CH:22][C:20]=4[N:21]=3)[CH2:12][CH2:11]2)=[N:8][CH:9]=1)[CH2:2][CH3:3].NN, predict the reaction product. The product is: [CH2:1]([C:4]1[CH:5]=[N:6][C:7]([N:10]2[CH2:15][CH2:14][CH:13]([O:16][C:17]3[S:18][C:19]4[CH:25]=[C:24]([C:26]5[CH2:31][CH2:30][N:29]([S:32]([CH2:35][CH2:36][NH2:37])(=[O:34])=[O:33])[CH2:28][CH:27]=5)[CH:23]=[CH:22][C:20]=4[N:21]=3)[CH2:12][CH2:11]2)=[N:8][CH:9]=1)[CH2:2][CH3:3]. (5) Given the reactants [CH3:1][N:2]([CH3:8])[CH2:3][CH:4]([OH:7])[CH2:5][OH:6].[S:9](Cl)([C:12]1[CH:18]=[CH:17][C:15]([CH3:16])=[CH:14][CH:13]=1)(=[O:11])=[O:10].CCN(CC)CC, predict the reaction product. The product is: [CH3:16][C:15]1[CH:17]=[CH:18][C:12]([S:9]([O:6][CH2:5][CH:4]([OH:7])[CH2:3][N:2]([CH3:8])[CH3:1])(=[O:11])=[O:10])=[CH:13][CH:14]=1. (6) Given the reactants [F:1][C:2]1[CH:7]=[CH:6][C:5]([C:8]2[C:13](=[O:14])[NH:12][CH:11]=[C:10]([C:15]([O:17][CH3:18])=[O:16])[CH:9]=2)=[CH:4][CH:3]=1.Br[C:20]1[CH:25]=[CH:24][CH:23]=[CH:22][N:21]=1.CN[C@H]1[C@H](NC)CCCC1.C(=O)([O-])[O-].[K+].[K+], predict the reaction product. The product is: [F:1][C:2]1[CH:3]=[CH:4][C:5]([C:8]2[C:13](=[O:14])[N:12]([C:20]3[CH:25]=[CH:24][CH:23]=[CH:22][N:21]=3)[CH:11]=[C:10]([C:15]([O:17][CH3:18])=[O:16])[CH:9]=2)=[CH:6][CH:7]=1.